Task: Predict the reactants needed to synthesize the given product.. Dataset: Full USPTO retrosynthesis dataset with 1.9M reactions from patents (1976-2016) (1) Given the product [Cl:1][C:2]1[C:3]([F:23])=[C:4]([NH:5][C:6]2[C:15]3[C:10](=[CH:11][C:12]([O:18][CH3:19])=[C:13]([CH2:16][NH:31][CH2:30][CH2:29][N:24]4[CH2:28][CH2:27][CH2:26][CH2:25]4)[CH:14]=3)[N:9]=[CH:8][N:7]=2)[CH:20]=[CH:21][CH:22]=1, predict the reactants needed to synthesize it. The reactants are: [Cl:1][C:2]1[C:3]([F:23])=[C:4]([CH:20]=[CH:21][CH:22]=1)[NH:5][C:6]1[C:15]2[C:10](=[CH:11][C:12]([O:18][CH3:19])=[C:13]([CH:16]=O)[CH:14]=2)[N:9]=[CH:8][N:7]=1.[N:24]1([CH2:29][CH2:30][NH2:31])[CH2:28][CH2:27][CH2:26][CH2:25]1. (2) The reactants are: C(C1C=C(C=O)C(O)=C(C2C=CC(OC(F)(F)F)=CC=2)C=1)(C)(C)C.Br[C:26]1[CH:31]=[C:30]([C:32]([F:35])([F:34])[F:33])[CH:29]=[CH:28][C:27]=1[OH:36].[Cl:37][C:38]1[CH:39]=[C:40](B(O)O)[CH:41]=[CH:42][C:43]=1[Cl:44]. Given the product [Cl:37][C:38]1[CH:39]=[C:40]([C:26]2[C:27]([OH:36])=[CH:28][CH:29]=[C:30]([C:32]([F:35])([F:34])[F:33])[CH:31]=2)[CH:41]=[CH:42][C:43]=1[Cl:44], predict the reactants needed to synthesize it.